This data is from Catalyst prediction with 721,799 reactions and 888 catalyst types from USPTO. The task is: Predict which catalyst facilitates the given reaction. Reactant: [Cl:1][CH:2]([C:8](=[O:12])[CH2:9][CH2:10][CH3:11])[C:3]([O:5][CH2:6][CH3:7])=[O:4].CO.[H][H]. Product: [Cl:1][CH:2]([CH:8]([OH:12])[CH2:9][CH2:10][CH3:11])[C:3]([O:5][CH2:6][CH3:7])=[O:4]. The catalyst class is: 6.